From a dataset of Catalyst prediction with 721,799 reactions and 888 catalyst types from USPTO. Predict which catalyst facilitates the given reaction. (1) The catalyst class is: 2. Reactant: [F:1][C:2]1[CH:3]=[C:4]([CH:12]2[C:21]3[C:16](=[CH:17][CH:18]=[CH:19][CH:20]=3)[CH2:15][CH2:14][NH:13]2)[CH:5]=[CH:6][C:7]=1[C:8]([F:11])([F:10])[F:9].[F:22][C:23]1[CH:28]=[CH:27][C:26]([N:29]=[C:30]=[O:31])=[CH:25][CH:24]=1. Product: [F:1][C:2]1[CH:3]=[C:4]([CH:12]2[C:21]3[C:16](=[CH:17][CH:18]=[CH:19][CH:20]=3)[CH2:15][CH2:14][N:13]2[C:30]([NH:29][C:26]2[CH:27]=[CH:28][C:23]([F:22])=[CH:24][CH:25]=2)=[O:31])[CH:5]=[CH:6][C:7]=1[C:8]([F:11])([F:9])[F:10]. (2) Reactant: [N:1]([CH2:4][CH:5]1[O:9][C:8](=[O:10])[N:7]([C:11]2[CH:23]=[CH:22][C:14]([C:15]([O:17]C(C)(C)C)=[O:16])=[C:13]([F:24])[CH:12]=2)[CH2:6]1)=[N+:2]=[N-:3].FC(F)(F)C(O)=O. Product: [N:1]([CH2:4][CH:5]1[O:9][C:8](=[O:10])[N:7]([C:11]2[CH:23]=[CH:22][C:14]([C:15]([OH:17])=[O:16])=[C:13]([F:24])[CH:12]=2)[CH2:6]1)=[N+:2]=[N-:3]. The catalyst class is: 4. (3) Reactant: [Cl:1][C:2]1[N:11]=[C:10](Cl)[C:9]2[C:4](=[CH:5][CH:6]=[CH:7][CH:8]=2)[N:3]=1.[NH:13]([CH3:15])[CH3:14].C([O-])(O)=O.[Na+]. Product: [Cl:1][C:2]1[N:11]=[C:10]([N:13]([CH3:15])[CH3:14])[C:9]2[C:4](=[CH:5][CH:6]=[CH:7][CH:8]=2)[N:3]=1. The catalyst class is: 1. (4) Reactant: Br[C:2]1[CH:7]=[CH:6][C:5]([CH:8]2[N:12]([C:13]3[CH:18]=[CH:17][CH:16]=[CH:15][C:14]=3[Cl:19])[N:11]=[C:10]([C:20]([C:26]([F:29])([F:28])[F:27])([C:22]([F:25])([F:24])[F:23])[OH:21])[CH2:9]2)=[CH:4][CH:3]=1.[C:30]([N:37]1[CH2:43][CH2:42][CH2:41][NH:40][CH2:39][CH2:38]1)([O:32][C:33]([CH3:36])([CH3:35])[CH3:34])=[O:31].C1C=CC(P(C2C(C3C(P(C4C=CC=CC=4)C4C=CC=CC=4)=CC=C4C=3C=CC=C4)=C3C(C=CC=C3)=CC=2)C2C=CC=CC=2)=CC=1.CC(C)([O-])C.[Na+]. Product: [Cl:19][C:14]1[CH:15]=[CH:16][CH:17]=[CH:18][C:13]=1[N:12]1[CH:8]([C:5]2[CH:4]=[CH:3][C:2]([N:40]3[CH2:41][CH2:42][CH2:43][N:37]([C:30]([O:32][C:33]([CH3:36])([CH3:35])[CH3:34])=[O:31])[CH2:38][CH2:39]3)=[CH:7][CH:6]=2)[CH2:9][C:10]([C:20]([C:22]([F:24])([F:23])[F:25])([C:26]([F:28])([F:27])[F:29])[OH:21])=[N:11]1. The catalyst class is: 187. (5) Reactant: [OH:1][C:2]1[CH:7]=[CH:6][N:5]([C:8]2[CH:9]=[N:10][C:11]([N:14]3[CH2:18][CH2:17][C@@H:16]([OH:19])[CH2:15]3)=[CH:12][CH:13]=2)[C:4](=[O:20])[CH:3]=1.[Cl:21][C:22]1[CH:29]=[CH:28][C:25]([CH2:26]Br)=[CH:24][CH:23]=1.C(=O)([O-])[O-].[Cs+].[Cs+]. Product: [NH3:5].[Cl:21][C:22]1[CH:29]=[CH:28][C:25]([CH2:26][O:1][C:2]2[CH:7]=[CH:6][N:5]([C:8]3[CH:9]=[N:10][C:11]([N:14]4[CH2:18][CH2:17][C@@H:16]([OH:19])[CH2:15]4)=[CH:12][CH:13]=3)[C:4](=[O:20])[CH:3]=2)=[CH:24][CH:23]=1. The catalyst class is: 10. (6) Product: [O:5]1[CH2:13][CH2:14][O:15][CH:4]1[C:3]1[CH:6]=[C:7]([N+:10]([O-:12])=[O:11])[CH:8]=[CH:9][C:2]=1[OH:1]. The catalyst class is: 93. Reactant: [OH:1][C:2]1[CH:9]=[CH:8][C:7]([N+:10]([O-:12])=[O:11])=[CH:6][C:3]=1[CH:4]=[O:5].[CH2:13](O)[CH2:14][OH:15].O.C1(C)C=CC(S(O)(=O)=O)=CC=1.C(=O)(O)[O-].[Na+]. (7) Reactant: [C:1]([O:5][CH:6]([C:11]1[CH:16]=[C:15]([N:17]([CH3:19])[CH3:18])[C:14]([O:20][C:21]2[CH:26]=[CH:25][CH:24]=[CH:23][CH:22]=2)=[CH:13][C:12]=1[C:27]1[CH:28]=[CH:29][C:30]2[O:35][CH2:34][CH2:33][CH2:32][C:31]=2[CH:36]=1)[C:7]([O:9]C)=[O:8])([CH3:4])([CH3:3])[CH3:2].[OH-].[K+]. Product: [C:1]([O:5][CH:6]([C:11]1[CH:16]=[C:15]([N:17]([CH3:19])[CH3:18])[C:14]([O:20][C:21]2[CH:26]=[CH:25][CH:24]=[CH:23][CH:22]=2)=[CH:13][C:12]=1[C:27]1[CH:28]=[CH:29][C:30]2[O:35][CH2:34][CH2:33][CH2:32][C:31]=2[CH:36]=1)[C:7]([OH:9])=[O:8])([CH3:4])([CH3:2])[CH3:3]. The catalyst class is: 40.